From a dataset of NCI-60 drug combinations with 297,098 pairs across 59 cell lines. Regression. Given two drug SMILES strings and cell line genomic features, predict the synergy score measuring deviation from expected non-interaction effect. (1) Drug 1: CS(=O)(=O)OCCCCOS(=O)(=O)C. Drug 2: B(C(CC(C)C)NC(=O)C(CC1=CC=CC=C1)NC(=O)C2=NC=CN=C2)(O)O. Cell line: DU-145. Synergy scores: CSS=34.4, Synergy_ZIP=-1.34, Synergy_Bliss=-0.915, Synergy_Loewe=-29.6, Synergy_HSA=-0.864. (2) Drug 1: CC12CCC3C(C1CCC2=O)CC(=C)C4=CC(=O)C=CC34C. Drug 2: C1CN1P(=S)(N2CC2)N3CC3. Cell line: U251. Synergy scores: CSS=40.0, Synergy_ZIP=-5.62, Synergy_Bliss=0.149, Synergy_Loewe=-5.60, Synergy_HSA=1.91. (3) Drug 1: COC1=CC(=CC(=C1O)OC)C2C3C(COC3=O)C(C4=CC5=C(C=C24)OCO5)OC6C(C(C7C(O6)COC(O7)C8=CC=CS8)O)O. Drug 2: CN(C)N=NC1=C(NC=N1)C(=O)N. Cell line: OVCAR-8. Synergy scores: CSS=28.3, Synergy_ZIP=2.64, Synergy_Bliss=-1.44, Synergy_Loewe=-18.9, Synergy_HSA=-2.72. (4) Drug 1: C1CC(=O)NC(=O)C1N2CC3=C(C2=O)C=CC=C3N. Drug 2: CC12CCC3C(C1CCC2=O)CC(=C)C4=CC(=O)C=CC34C. Cell line: UACC62. Synergy scores: CSS=22.2, Synergy_ZIP=1.65, Synergy_Bliss=2.24, Synergy_Loewe=2.78, Synergy_HSA=2.88. (5) Drug 1: CC1=C(C=C(C=C1)C(=O)NC2=CC(=CC(=C2)C(F)(F)F)N3C=C(N=C3)C)NC4=NC=CC(=N4)C5=CN=CC=C5. Drug 2: C1CCC(C(C1)N)N.C(=O)(C(=O)[O-])[O-].[Pt+4]. Cell line: HL-60(TB). Synergy scores: CSS=39.1, Synergy_ZIP=1.51, Synergy_Bliss=3.63, Synergy_Loewe=-18.5, Synergy_HSA=2.10.